From a dataset of Reaction yield outcomes from USPTO patents with 853,638 reactions. Predict the reaction yield, written as a fraction of the theoretical maximum amount of product (1.0 means a 100% yield; for example, 0.34 means a 34% yield). (1) The catalyst is C(Cl)Cl.C(OCC)(=O)C. The reactants are [CH2:1]([O:3][C:4]([C:6]1[N:7]([CH3:28])[C:8]([CH2:24][CH2:25][CH2:26][OH:27])=[C:9]([C:18]2[CH:23]=[CH:22][N:21]=[CH:20][CH:19]=2)[C:10]=1[C:11]1[CH:16]=[CH:15][C:14]([F:17])=[CH:13][CH:12]=1)=[O:5])[CH3:2].C(N(CC)CC)C.[CH3:36][S:37](Cl)(=[O:39])=[O:38]. The yield is 0.870. The product is [CH2:1]([O:3][C:4]([C:6]1[N:7]([CH3:28])[C:8]([CH2:24][CH2:25][CH2:26][O:27][S:37]([CH3:36])(=[O:39])=[O:38])=[C:9]([C:18]2[CH:23]=[CH:22][N:21]=[CH:20][CH:19]=2)[C:10]=1[C:11]1[CH:12]=[CH:13][C:14]([F:17])=[CH:15][CH:16]=1)=[O:5])[CH3:2]. (2) The reactants are [C:1]([O:4][C:5]1[CH:6]=[C:7]([CH:15]=[CH:16][C:17]2[CH:22]=[CH:21][C:20]([O:23]C(=O)CCl)=[CH:19][CH:18]=2)[CH:8]=[C:9]([O:11][C:12](=[O:14])[CH3:13])[CH:10]=1)(=[O:3])[CH3:2].Cl. The catalyst is N1C=CC=CC=1. The product is [C:12]([O:11][C:9]1[CH:8]=[C:7]([CH:15]=[CH:16][C:17]2[CH:22]=[CH:21][C:20]([OH:23])=[CH:19][CH:18]=2)[CH:6]=[C:5]([O:4][C:1](=[O:3])[CH3:2])[CH:10]=1)(=[O:14])[CH3:13]. The yield is 0.900. (3) The reactants are CS(O[CH2:6][CH2:7][C:8]#[C:9][C:10]1[CH:15]=[CH:14][CH:13]=[CH:12][N:11]=1)(=O)=O.[CH3:16][NH2:17]. The yield is 0.390. The product is [CH3:16][NH:17][CH2:6][CH2:7][C:8]#[C:9][C:10]1[CH:15]=[CH:14][CH:13]=[CH:12][N:11]=1. No catalyst specified. (4) The reactants are [F:1][C:2]1[CH:3]=[C:4]([C:8]#[C:9][C:10]2[CH:18]=[CH:17][C:13]([C:14]([OH:16])=O)=[CH:12][CH:11]=2)[CH:5]=[CH:6][CH:7]=1.CCN(C(C)C)C(C)C.C(Cl)CCl.C1C=CC2N(O)N=NC=2C=1.[NH:42]1[CH2:47][CH2:46][O:45][CH2:44][CH2:43]1. The catalyst is CN(C=O)C.O. The product is [F:1][C:2]1[CH:3]=[C:4]([C:8]#[C:9][C:10]2[CH:11]=[CH:12][C:13]([C:14]([N:42]3[CH2:47][CH2:46][O:45][CH2:44][CH2:43]3)=[O:16])=[CH:17][CH:18]=2)[CH:5]=[CH:6][CH:7]=1. The yield is 0.890. (5) The yield is 0.340. The catalyst is C(Cl)Cl.CCC[N+](CCC)(CCC)CCC.[O-][Ru](=O)(=O)=O.CCOC(C)=O. The reactants are [C:1]1([CH2:7][CH2:8][CH2:9][CH2:10][CH2:11][CH2:12][CH2:13][CH2:14][NH:15][C:16](=[O:35])[C:17]2[CH:22]=[C:21]([C:23]3[CH:28]=[CH:27][C:26]([F:29])=[C:25]([Cl:30])[CH:24]=3)[C:20]([O:31][CH2:32][CH2:33][OH:34])=[CH:19][CH:18]=2)[CH:6]=[CH:5][CH:4]=[CH:3][CH:2]=1.C[N+]1([O-])CC[O:40]CC1.O.CC#N. The product is [Cl:30][C:25]1[CH:24]=[C:23]([C:21]2[CH:22]=[C:17]([C:16](=[O:35])[NH:15][CH2:14][CH2:13][CH2:12][CH2:11][CH2:10][CH2:9][CH2:8][CH2:7][C:1]3[CH:6]=[CH:5][CH:4]=[CH:3][CH:2]=3)[CH:18]=[CH:19][C:20]=2[O:31][CH2:32][C:33]([OH:40])=[O:34])[CH:28]=[CH:27][C:26]=1[F:29].